This data is from Reaction yield outcomes from USPTO patents with 853,638 reactions. The task is: Predict the reaction yield, written as a fraction of the theoretical maximum amount of product (1.0 means a 100% yield; for example, 0.34 means a 34% yield). The reactants are [Si:1]([O:18][CH2:19][C:20]1[CH:21]=[C:22]([CH2:25]O)[S:23][CH:24]=1)([C:14]([CH3:17])([CH3:16])[CH3:15])([C:8]1[CH:13]=[CH:12][CH:11]=[CH:10][CH:9]=1)[C:2]1[CH:7]=[CH:6][CH:5]=[CH:4][CH:3]=1.P(Br)(Br)[Br:28]. The catalyst is C1COCC1. The product is [Br:28][CH2:25][C:22]1[S:23][CH:24]=[C:20]([CH2:19][O:18][Si:1]([C:14]([CH3:17])([CH3:16])[CH3:15])([C:8]2[CH:13]=[CH:12][CH:11]=[CH:10][CH:9]=2)[C:2]2[CH:7]=[CH:6][CH:5]=[CH:4][CH:3]=2)[CH:21]=1. The yield is 0.760.